Regression. Given two drug SMILES strings and cell line genomic features, predict the synergy score measuring deviation from expected non-interaction effect. From a dataset of NCI-60 drug combinations with 297,098 pairs across 59 cell lines. (1) Drug 1: CC1=C2C(C(=O)C3(C(CC4C(C3C(C(C2(C)C)(CC1OC(=O)C(C(C5=CC=CC=C5)NC(=O)OC(C)(C)C)O)O)OC(=O)C6=CC=CC=C6)(CO4)OC(=O)C)O)C)O. Drug 2: C1=CC=C(C(=C1)C(C2=CC=C(C=C2)Cl)C(Cl)Cl)Cl. Cell line: SK-MEL-5. Synergy scores: CSS=6.84, Synergy_ZIP=-1.78, Synergy_Bliss=2.00, Synergy_Loewe=6.06, Synergy_HSA=6.47. (2) Drug 1: CCC1=CC2CC(C3=C(CN(C2)C1)C4=CC=CC=C4N3)(C5=C(C=C6C(=C5)C78CCN9C7C(C=CC9)(C(C(C8N6C)(C(=O)OC)O)OC(=O)C)CC)OC)C(=O)OC.C(C(C(=O)O)O)(C(=O)O)O. Drug 2: C1=NC2=C(N1)C(=S)N=CN2. Cell line: RXF 393. Synergy scores: CSS=16.0, Synergy_ZIP=-9.13, Synergy_Bliss=-11.3, Synergy_Loewe=-14.8, Synergy_HSA=-7.48. (3) Drug 1: CN1CCC(CC1)COC2=C(C=C3C(=C2)N=CN=C3NC4=C(C=C(C=C4)Br)F)OC. Drug 2: C(CN)CNCCSP(=O)(O)O. Cell line: CAKI-1. Synergy scores: CSS=31.0, Synergy_ZIP=-9.73, Synergy_Bliss=-4.47, Synergy_Loewe=-64.7, Synergy_HSA=-4.07. (4) Drug 1: CN(C)C1=NC(=NC(=N1)N(C)C)N(C)C. Drug 2: C1C(C(OC1N2C=NC3=C(N=C(N=C32)Cl)N)CO)O. Cell line: SR. Synergy scores: CSS=12.6, Synergy_ZIP=-1.56, Synergy_Bliss=-6.05, Synergy_Loewe=-17.7, Synergy_HSA=-1.82. (5) Drug 1: CNC(=O)C1=CC=CC=C1SC2=CC3=C(C=C2)C(=NN3)C=CC4=CC=CC=N4. Drug 2: CC1C(C(CC(O1)OC2CC(CC3=C2C(=C4C(=C3O)C(=O)C5=C(C4=O)C(=CC=C5)OC)O)(C(=O)CO)O)N)O.Cl. Cell line: A549. Synergy scores: CSS=37.3, Synergy_ZIP=-0.143, Synergy_Bliss=-0.238, Synergy_Loewe=-5.07, Synergy_HSA=1.58.